From a dataset of CYP2C19 inhibition data for predicting drug metabolism from PubChem BioAssay. Regression/Classification. Given a drug SMILES string, predict its absorption, distribution, metabolism, or excretion properties. Task type varies by dataset: regression for continuous measurements (e.g., permeability, clearance, half-life) or binary classification for categorical outcomes (e.g., BBB penetration, CYP inhibition). Dataset: cyp2c19_veith. (1) The molecule is CCn1c(SCc2ccc(Cl)cc2)nnc1-c1cnn(-c2ccccc2)c1C(F)(F)F. The result is 1 (inhibitor). (2) The molecule is N#C/C(=C/c1cccc(C(F)(F)F)c1)c1nc(CCN2C(=O)c3ccccc3C2=O)cs1. The result is 1 (inhibitor). (3) The compound is Fc1ccc(NC(=S)NCCc2ccccc2)c(F)c1F. The result is 1 (inhibitor). (4) The molecule is CCOC(=O)c1ncn2c1CN(C)C(=O)c1cc(F)ccc1-2. The result is 1 (inhibitor). (5) The compound is CCCN(c1nc(C)cc(OC)n1)S(=O)(=O)c1ccccc1. The result is 1 (inhibitor).